Predict the reactants needed to synthesize the given product. From a dataset of Full USPTO retrosynthesis dataset with 1.9M reactions from patents (1976-2016). The reactants are: [ClH:1].[N:2]1([CH:7]2[CH2:11][CH2:10][NH:9][CH2:8]2)[CH2:6][CH2:5][CH2:4][CH2:3]1.[CH2:12]([C:19]1[CH:27]=[CH:26][C:22]([C:23](O)=[O:24])=[CH:21][CH:20]=1)[C:13]1[CH:18]=[CH:17][CH:16]=[CH:15][CH:14]=1.F[P-](F)(F)(F)(F)F.N1(O[P+](N2CCCC2)(N2CCCC2)N2CCCC2)C2C=CC=CC=2N=N1. Given the product [ClH:1].[CH2:12]([C:19]1[CH:20]=[CH:21][C:22]([C:23]([N:9]2[CH2:10][CH2:11][C@H:7]([N:2]3[CH2:6][CH2:5][CH2:4][CH2:3]3)[CH2:8]2)=[O:24])=[CH:26][CH:27]=1)[C:13]1[CH:14]=[CH:15][CH:16]=[CH:17][CH:18]=1, predict the reactants needed to synthesize it.